Dataset: Full USPTO retrosynthesis dataset with 1.9M reactions from patents (1976-2016). Task: Predict the reactants needed to synthesize the given product. (1) Given the product [C:99]([O:98][C:96]([N:94]1[C@H:93]([C:103]([O:105][CH3:106])=[O:104])[CH:92]=[C:91]([C:117]2[CH:126]=[C:125]3[C:120]([CH2:121][C@@H:122]([C:134]([O:136][CH3:137])=[O:135])[N:123]([C:127]([O:129][C:130]([CH3:131])([CH3:132])[CH3:133])=[O:128])[CH2:124]3)=[CH:119][CH:118]=2)[CH2:95]1)=[O:97])([CH3:102])([CH3:101])[CH3:100], predict the reactants needed to synthesize it. The reactants are: C(OC(N(C)[C@@H](C)C(N[C@@H](C(C)(C)C)C(N1C[C@@H](C2C=C3C(C[C@@H](C(=O)N[C@H]4C5C(=CC=CC=5)CCC4)N(C(=O)[C@@H](NC(=O)[C@@H](N(C(OC(C)(C)C)=O)C)C)C(C)(C)C)C3)=CC=2)C[C@H]1C(N[C@@H](CC1C=CC=CC=1)C(O)=O)=O)=O)=O)=O)(C)(C)C.FC(F)(F)S(O[C:91]1[CH2:95][N:94]([C:96]([O:98][C:99]([CH3:102])([CH3:101])[CH3:100])=[O:97])[C@H:93]([C:103]([O:105][CH3:106])=[O:104])[CH:92]=1)(=O)=O.CC1(C)C(C)(C)OB([C:117]2[CH:126]=[C:125]3[C:120]([CH2:121][C@@H:122]([C:134]([O:136][CH3:137])=[O:135])[N:123]([C:127]([O:129][C:130]([CH3:133])([CH3:132])[CH3:131])=[O:128])[CH2:124]3)=[CH:119][CH:118]=2)O1. (2) The reactants are: Cl.[NH2:2][C@H:3]1[CH2:8][CH2:7][C@H:6]([N:9]([CH2:33][CH3:34])[C:10]2[C:25]3[CH2:24][CH:23]=[CH:22][CH2:21][CH2:20][C:19]4[CH:26]=[C:27]([CH3:31])[NH:28][C:29](=[O:30])[C:18]=4[CH2:17][NH:16][C:15](=[O:32])[C:14]=3[CH:13]=[CH:12][CH:11]=2)[CH2:5][CH2:4]1.Br[CH2:36][CH2:37][O:38][CH2:39][CH2:40]Br.CCN(C(C)C)C(C)C. Given the product [CH2:33]([N:9]([C@H:6]1[CH2:7][CH2:8][C@H:3]([N:2]2[CH2:40][CH2:39][O:38][CH2:37][CH2:36]2)[CH2:4][CH2:5]1)[C:10]1[C:25]2[CH2:24][CH:23]=[CH:22][CH2:21][CH2:20][C:19]3[CH:26]=[C:27]([CH3:31])[NH:28][C:29](=[O:30])[C:18]=3[CH2:17][NH:16][C:15](=[O:32])[C:14]=2[CH:13]=[CH:12][CH:11]=1)[CH3:34], predict the reactants needed to synthesize it. (3) Given the product [CH3:22][O:21][C:17]([C:18]1[N:3]=[N:2][N:1]([CH2:4][C:5]2[CH:10]=[CH:9][C:8]([C:11]3[CH:12]=[CH:13][CH:14]=[CH:15][CH:16]=3)=[CH:7][CH:6]=2)[CH:19]=1)=[O:20], predict the reactants needed to synthesize it. The reactants are: [N:1]([CH2:4][C:5]1[CH:10]=[CH:9][C:8]([C:11]2[CH:16]=[CH:15][CH:14]=[CH:13][CH:12]=2)=[CH:7][CH:6]=1)=[N+:2]=[N-:3].[C:17]([O:21][CH3:22])(=[O:20])[C:18]#[CH:19].O=C1O[C@H]([C@H](CO)O)C([O-])=C1O.[Na+].C(OCC)(=O)C. (4) Given the product [CH2:13]([O:12][C:6]1[N:5]=[C:4]2[C:9]([N:10]=[C:2]([Cl:31])[N:3]2[CH2:17][CH:18]2[CH2:19][CH2:20][N:21]([CH2:54][C:51]3[O:50][C:49]([C:47]([O:46][CH2:44][CH3:45])=[O:48])=[CH:53][CH:52]=3)[CH2:22][CH2:23]2)=[C:8]([NH2:11])[N:7]=1)[CH2:14][CH2:15][CH3:16], predict the reactants needed to synthesize it. The reactants are: Br[C:2]1[N:3]([CH2:17][CH:18]2[CH2:23][CH2:22][N:21](C(OC(C)(C)C)=O)[CH2:20][CH2:19]2)[C:4]2[C:9]([N:10]=1)=[C:8]([NH2:11])[N:7]=[C:6]([O:12][CH2:13][CH2:14][CH2:15][CH3:16])[N:5]=2.[ClH:31].O1CCOCC1.C(=O)([O-])[O-].[K+].[K+].[CH2:44]([O:46][C:47]([C:49]1[O:50][C:51]([CH2:54]Br)=[CH:52][CH:53]=1)=[O:48])[CH3:45].